From a dataset of Full USPTO retrosynthesis dataset with 1.9M reactions from patents (1976-2016). Predict the reactants needed to synthesize the given product. (1) The reactants are: Cl[C:2]1[C:3]2[CH:11]=[CH:10][N:9]([S:12]([C:15]3[CH:20]=[CH:19][C:18]([CH3:21])=[CH:17][CH:16]=3)(=[O:14])=[O:13])[C:4]=2[N:5]=[C:6]([I:8])[N:7]=1.[CH:22]([NH2:25])([CH3:24])[CH3:23].CCN(C(C)C)C(C)C. Given the product [I:8][C:6]1[N:7]=[C:2]([NH:25][CH:22]([CH3:24])[CH3:23])[C:3]2[CH:11]=[CH:10][N:9]([S:12]([C:15]3[CH:20]=[CH:19][C:18]([CH3:21])=[CH:17][CH:16]=3)(=[O:14])=[O:13])[C:4]=2[N:5]=1, predict the reactants needed to synthesize it. (2) Given the product [CH2:32]([NH:34][CH2:35][CH2:36][O:23][C:19]1[CH:18]=[C:17]([CH3:24])[C:16]([C:12]2[CH:13]=[CH:14][CH:15]=[C:10]([CH2:9][O:8][C:6]3[CH:5]=[CH:4][C:3]([CH2:25][CH2:26][C:27]([O:29][CH2:30][CH3:31])=[O:28])=[C:2]([F:1])[CH:7]=3)[CH:11]=2)=[C:21]([CH3:22])[CH:20]=1)[CH3:33], predict the reactants needed to synthesize it. The reactants are: [F:1][C:2]1[CH:7]=[C:6]([O:8][CH2:9][C:10]2[CH:11]=[C:12]([C:16]3[C:21]([CH3:22])=[CH:20][C:19]([OH:23])=[CH:18][C:17]=3[CH3:24])[CH:13]=[CH:14][CH:15]=2)[CH:5]=[CH:4][C:3]=1[CH2:25][CH2:26][C:27]([O:29][CH2:30][CH3:31])=[O:28].[CH2:32]([NH:34][CH2:35][CH2:36]O)[CH3:33].C(P(CCCC)CCCC)CCC.N(C(N1CCCCC1)=O)=NC(N1CCCCC1)=O.C(=O)([O-])O.[Na+]. (3) Given the product [CH2:1]([O:3][C:4](=[O:32])[C:5]([O:23][C:24]1[CH:29]=[CH:28][CH:27]=[CH:26][C:25]=1[O:30][CH3:31])([CH3:22])[CH:6]([C:8]1[CH:9]=[CH:10][C:11]([O:14][CH2:15][C:16]2[CH:21]=[CH:20][CH:19]=[CH:18][CH:17]=2)=[CH:12][CH:13]=1)[O:7][C:41](=[O:42])[C:40]([F:51])([F:50])[F:39])[CH3:2], predict the reactants needed to synthesize it. The reactants are: [CH2:1]([O:3][C:4](=[O:32])[C:5]([O:23][C:24]1[CH:29]=[CH:28][CH:27]=[CH:26][C:25]=1[O:30][CH3:31])([CH3:22])[CH:6]([C:8]1[CH:13]=[CH:12][C:11]([O:14][CH2:15][C:16]2[CH:21]=[CH:20][CH:19]=[CH:18][CH:17]=2)=[CH:10][CH:9]=1)[OH:7])[CH3:2].N1C=CC=CC=1.[F:39][C:40]([F:51])([F:50])[C:41](O[C:41](=[O:42])[C:40]([F:51])([F:50])[F:39])=[O:42]. (4) Given the product [CH2:13]([C:15]1[N:16]=[C:17]([CH2:44][CH2:45][CH3:46])[N:18]([CH2:29][C:30]2[CH:35]=[CH:34][C:33]([C:36]3[CH:41]=[CH:40][CH:39]=[CH:38][C:37]=3[C:42]3[NH:3][C:4](=[O:7])[O:5][N:43]=3)=[CH:32][CH:31]=2)[C:19](=[O:28])[C:20]=1[CH2:21][N:22]1[CH2:23][CH2:24][O:25][CH2:26][CH2:27]1)[CH3:14], predict the reactants needed to synthesize it. The reactants are: [Cl-].O[NH3+:3].[C:4](=[O:7])([O-])[OH:5].[Na+].CS(C)=O.[CH2:13]([C:15]1[N:16]=[C:17]([CH2:44][CH2:45][CH3:46])[N:18]([CH2:29][C:30]2[CH:35]=[CH:34][C:33]([C:36]3[C:37]([C:42]#[N:43])=[CH:38][CH:39]=[CH:40][CH:41]=3)=[CH:32][CH:31]=2)[C:19](=[O:28])[C:20]=1[CH2:21][N:22]1[CH2:27][CH2:26][O:25][CH2:24][CH2:23]1)[CH3:14]. (5) Given the product [OH2:3].[ClH:39].[CH3:4][O:5][C:6]1[CH:7]=[C:8]([C:14]2[N:19]=[C:18]([C:20]([N:22]3[C@H:23]([CH3:38])[CH2:24][N:25]([C:29]4[CH:30]=[CH:31][C:32]([NH2:35])=[CH:33][CH:34]=4)[C@@H:26]([CH3:28])[CH2:27]3)=[O:21])[CH:17]=[CH:16][CH:15]=2)[CH:9]=[CH:10][C:11]=1[O:12][CH3:13], predict the reactants needed to synthesize it. The reactants are: C([OH:3])C.[CH3:4][O:5][C:6]1[CH:7]=[C:8]([C:14]2[N:19]=[C:18]([C:20]([N:22]3[CH2:27][C@@H:26]([CH3:28])[N:25]([C:29]4[CH:34]=[CH:33][C:32]([N+:35]([O-])=O)=[CH:31][CH:30]=4)[CH2:24][C@@H:23]3[CH3:38])=[O:21])[CH:17]=[CH:16][CH:15]=2)[CH:9]=[CH:10][C:11]=1[O:12][CH3:13].[Cl-:39].[NH4+]. (6) Given the product [NH:3]1[C:4]2[CH:10]=[CH:9][CH:8]=[CH:7][C:5]=2[N:6]=[C:2]1[O:28][C:25]1[CH:24]=[CH:23][C:22]([N:15]2[C:16]3=[N:17][CH:18]=[CH:19][CH:20]=[C:21]3[C:13]([O:12][CH3:11])=[N:14]2)=[CH:27][CH:26]=1, predict the reactants needed to synthesize it. The reactants are: Cl[C:2]1[NH:6][C:5]2[CH:7]=[CH:8][CH:9]=[CH:10][C:4]=2[N:3]=1.[CH3:11][O:12][C:13]1[C:21]2[C:16](=[N:17][CH:18]=[CH:19][CH:20]=2)[N:15]([C:22]2[CH:27]=[CH:26][C:25]([OH:28])=[CH:24][CH:23]=2)[N:14]=1.C(N(CC)CC)C. (7) Given the product [CH2:1]([N:8]([CH3:49])[C:9]1[CH:10]=[CH:11][C:12]([CH2:13][CH:14]([NH:37][S:38]([C:41]2[CH:42]=[N:43][CH:44]=[CH:45][CH:46]=2)(=[O:40])=[O:39])[C:15]2[N:20]=[C:19]([NH:21][CH2:29][C:30]([OH:32])=[O:31])[CH:18]=[CH:17][CH:16]=2)=[CH:47][CH:48]=1)[C:2]1[CH:7]=[CH:6][CH:5]=[CH:4][CH:3]=1, predict the reactants needed to synthesize it. The reactants are: [CH2:1]([N:8]([CH3:49])[C:9]1[CH:48]=[CH:47][C:12]([CH2:13][CH:14]([NH:37][S:38]([C:41]2[CH:42]=[N:43][CH:44]=[CH:45][CH:46]=2)(=[O:40])=[O:39])[C:15]2[N:20]=[C:19]([N:21]([CH2:29][C:30]([O:32]C(C)(C)C)=[O:31])C(OC(C)(C)C)=O)[CH:18]=[CH:17][CH:16]=2)=[CH:11][CH:10]=1)[C:2]1[CH:7]=[CH:6][CH:5]=[CH:4][CH:3]=1.Cl.O1CCOCC1. (8) Given the product [Br:6][C:7]1[CH:8]=[C:9]2[C:14](=[CH:15][CH:16]=1)[C:13](=[O:17])[N:12]([CH2:18][C:19]1[CH:24]=[CH:23][C:22]([S:25]([CH3:28])(=[O:26])=[O:27])=[CH:21][CH:20]=1)[CH:11]=[C:10]2[CH:32]=[O:33], predict the reactants needed to synthesize it. The reactants are: P(Cl)(Cl)(Cl)=O.[Br:6][C:7]1[CH:8]=[C:9]2[C:14](=[CH:15][CH:16]=1)[C:13](=[O:17])[N:12]([CH2:18][C:19]1[CH:24]=[CH:23][C:22]([S:25]([CH3:28])(=[O:27])=[O:26])=[CH:21][CH:20]=1)[CH:11]=[CH:10]2.CN([CH:32]=[O:33])C.